From a dataset of NCI-60 drug combinations with 297,098 pairs across 59 cell lines. Regression. Given two drug SMILES strings and cell line genomic features, predict the synergy score measuring deviation from expected non-interaction effect. (1) Drug 1: C1CCN(CC1)CCOC2=CC=C(C=C2)C(=O)C3=C(SC4=C3C=CC(=C4)O)C5=CC=C(C=C5)O. Drug 2: COCCOC1=C(C=C2C(=C1)C(=NC=N2)NC3=CC=CC(=C3)C#C)OCCOC.Cl. Cell line: SN12C. Synergy scores: CSS=13.4, Synergy_ZIP=-5.17, Synergy_Bliss=-1.39, Synergy_Loewe=-0.556, Synergy_HSA=0.274. (2) Drug 1: CC1CCC2CC(C(=CC=CC=CC(CC(C(=O)C(C(C(=CC(C(=O)CC(OC(=O)C3CCCCN3C(=O)C(=O)C1(O2)O)C(C)CC4CCC(C(C4)OC)OCCO)C)C)O)OC)C)C)C)OC. Drug 2: CC1C(C(CC(O1)OC2CC(CC3=C2C(=C4C(=C3O)C(=O)C5=CC=CC=C5C4=O)O)(C(=O)C)O)N)O. Cell line: BT-549. Synergy scores: CSS=43.8, Synergy_ZIP=-3.51, Synergy_Bliss=-5.15, Synergy_Loewe=0.720, Synergy_HSA=1.21. (3) Drug 1: CCCCCOC(=O)NC1=NC(=O)N(C=C1F)C2C(C(C(O2)C)O)O. Drug 2: C#CCC(CC1=CN=C2C(=N1)C(=NC(=N2)N)N)C3=CC=C(C=C3)C(=O)NC(CCC(=O)O)C(=O)O. Cell line: MCF7. Synergy scores: CSS=25.1, Synergy_ZIP=7.09, Synergy_Bliss=3.68, Synergy_Loewe=-20.0, Synergy_HSA=-2.93. (4) Drug 1: COC1=CC(=CC(=C1O)OC)C2C3C(COC3=O)C(C4=CC5=C(C=C24)OCO5)OC6C(C(C7C(O6)COC(O7)C8=CC=CS8)O)O. Drug 2: C1C(C(OC1N2C=NC3=C(N=C(N=C32)Cl)N)CO)O. Cell line: NCI-H322M. Synergy scores: CSS=4.45, Synergy_ZIP=-0.246, Synergy_Bliss=2.34, Synergy_Loewe=-0.415, Synergy_HSA=0.647. (5) Drug 1: CC1=C(N=C(N=C1N)C(CC(=O)N)NCC(C(=O)N)N)C(=O)NC(C(C2=CN=CN2)OC3C(C(C(C(O3)CO)O)O)OC4C(C(C(C(O4)CO)O)OC(=O)N)O)C(=O)NC(C)C(C(C)C(=O)NC(C(C)O)C(=O)NCCC5=NC(=CS5)C6=NC(=CS6)C(=O)NCCC[S+](C)C)O. Drug 2: C1CCC(C(C1)N)N.C(=O)(C(=O)[O-])[O-].[Pt+4]. Cell line: PC-3. Synergy scores: CSS=40.2, Synergy_ZIP=-5.65, Synergy_Bliss=-0.370, Synergy_Loewe=0.875, Synergy_HSA=5.32. (6) Cell line: HOP-62. Synergy scores: CSS=-1.48, Synergy_ZIP=1.69, Synergy_Bliss=3.42, Synergy_Loewe=-5.35, Synergy_HSA=-1.46. Drug 2: CC12CCC3C(C1CCC2OP(=O)(O)O)CCC4=C3C=CC(=C4)OC(=O)N(CCCl)CCCl.[Na+]. Drug 1: CC12CCC(CC1=CCC3C2CCC4(C3CC=C4C5=CN=CC=C5)C)O.